This data is from Reaction yield outcomes from USPTO patents with 853,638 reactions. The task is: Predict the reaction yield, written as a fraction of the theoretical maximum amount of product (1.0 means a 100% yield; for example, 0.34 means a 34% yield). (1) The reactants are C(OC([N:8]1[CH2:13][CH2:12][CH:11]([C:14](=[O:26])[C:15]2[CH:20]=[CH:19][C:18]([O:21][C:22]([F:25])([F:24])[F:23])=[CH:17][CH:16]=2)[CH2:10][CH2:9]1)=O)(C)(C)C.[C:27]1([C:29](=[CH:31][CH:32]=[CH:33][CH:34]=1)O)[OH:28].CC1C=CC(S(O)(=O)=O)=CC=1.O. The catalyst is C1(C)C(C)=CC=CC=1. The product is [F:23][C:22]([F:24])([F:25])[O:21][C:18]1[CH:17]=[CH:16][C:15]([C:14]2([CH:11]3[CH2:10][CH2:9][NH:8][CH2:13][CH2:12]3)[O:28][C:27]3[CH:29]=[CH:31][CH:32]=[CH:33][C:34]=3[O:26]2)=[CH:20][CH:19]=1. The yield is 0.710. (2) The reactants are C(OP([CH2:9][C:10]#[N:11])(=O)OCC)C.C[Si]([N-][Si](C)(C)C)(C)C.[Li+].[CH2:22]([O:24][C:25]1[CH:26]=[C:27]([CH:33]=O)[CH:28]=[CH:29][C:30]=1[O:31][CH3:32])[CH3:23].[CH2:35]1[CH2:39][O:38][CH2:37][CH2:36]1. No catalyst specified. The product is [O:38]1[C:39]2[CH:26]=[CH:25][C:30]([C:33]([C:27]3[CH:28]=[CH:29][C:30]([O:31][CH3:32])=[C:25]([O:24][CH2:22][CH3:23])[CH:26]=3)=[CH:9][C:10]#[N:11])=[CH:29][C:35]=2[CH2:36][CH2:37]1. The yield is 0.830. (3) The reactants are [CH3:1][N:2]([CH2:7][C:8]1[O:9][C:10]2[CH:17]=[CH:16][CH:15]=[CH:14][C:11]=2[C:12]=1[CH3:13])[C:3](=[O:6])[CH:4]=[CH2:5].C(N(C(C)C)CC)(C)C.Br[C:28]1[CH:37]=[N:36][C:35]2[NH:34][CH2:33][C:32](C)(C)[O:31][C:30]=2[CH:29]=1.CC1C=CC=CC=1P(C1C=CC=CC=1C)C1C=CC=CC=1C. The catalyst is C(#N)CC.CN(C=O)C.CC([O-])=O.CC([O-])=O.[Pd+2]. The product is [O:31]1[CH2:32][CH2:33][NH:34][C:35]2[N:36]=[CH:37][C:28](/[CH:5]=[CH:4]/[C:3]([N:2]([CH3:1])[CH2:7][C:8]3[O:9][C:10]4[CH:17]=[CH:16][CH:15]=[CH:14][C:11]=4[C:12]=3[CH3:13])=[O:6])=[CH:29][C:30]1=2. The yield is 0.520. (4) The reactants are [F:1][C:2]1[CH:7]=[CH:6][C:5]([N:8]2[CH2:17][CH2:16][C:15]3[C:10](=[CH:11][CH:12]=[C:13]([O:18][CH2:19][C:20]4[CH:25]=[CH:24][CH:23]=[CH:22][CH:21]=4)[CH:14]=3)[CH:9]2[CH2:26][C:27]2[CH:32]=[CH:31][C:30](/[CH:33]=[CH:34]/[C:35]([NH:37][CH2:38][CH2:39][OH:40])=O)=[CH:29][CH:28]=2)=[CH:4][CH:3]=1.N(C(OCC)=O)=NC(OCC)=O.C1(P(C2C=CC=CC=2)C2C=CC=CC=2)C=CC=CC=1. The catalyst is O1CCCC1. The product is [O:40]1[CH2:39][CH2:38][N:37]=[C:35]1/[CH:34]=[CH:33]/[C:30]1[CH:29]=[CH:28][C:27]([CH2:26][CH:9]2[C:10]3[C:15](=[CH:14][C:13]([O:18][CH2:19][C:20]4[CH:25]=[CH:24][CH:23]=[CH:22][CH:21]=4)=[CH:12][CH:11]=3)[CH2:16][CH2:17][N:8]2[C:5]2[CH:4]=[CH:3][C:2]([F:1])=[CH:7][CH:6]=2)=[CH:32][CH:31]=1. The yield is 0.860. (5) The reactants are [F:1][C:2]([S:35]([C:38]1[CH:43]=[CH:42][CH:41]=[CH:40][CH:39]=1)(=[O:37])=[O:36])([S:26]([C:29]1[CH:34]=[CH:33][CH:32]=[CH:31][CH:30]=1)(=[O:28])=[O:27])[CH:3]([C:16]1[CH:21]=[CH:20][C:19]([CH2:22][CH:23]([CH3:25])[CH3:24])=[CH:18][CH:17]=1)/[CH:4]=C/C1C=CC(CC(C)C)=CC=1.[O:44]=[O+][O-].O=O.[BH4-].[Na+].[Cl-].[NH4+]. The catalyst is CO.C(Cl)Cl. The product is [F:1][C:2]([S:35]([C:38]1[CH:43]=[CH:42][CH:41]=[CH:40][CH:39]=1)(=[O:37])=[O:36])([S:26]([C:29]1[CH:34]=[CH:33][CH:32]=[CH:31][CH:30]=1)(=[O:28])=[O:27])[CH:3]([C:16]1[CH:21]=[CH:20][C:19]([CH2:22][CH:23]([CH3:25])[CH3:24])=[CH:18][CH:17]=1)[CH2:4][OH:44]. The yield is 0.980. (6) The reactants are F[C:2]1[CH:7]=[CH:6][C:5]([N+:8]([O-:10])=[O:9])=[CH:4][CH:3]=1.[CH3:11][C:12]1[NH:13][CH:14]=[CH:15][N:16]=1.C([O-])([O-])=O.[Cs+].[Cs+]. The catalyst is CN(C=O)C. The product is [CH3:11][C:12]1[N:13]([C:2]2[CH:7]=[CH:6][C:5]([N+:8]([O-:10])=[O:9])=[CH:4][CH:3]=2)[CH:14]=[CH:15][N:16]=1. The yield is 0.890.